This data is from Experimentally validated miRNA-target interactions with 360,000+ pairs, plus equal number of negative samples. The task is: Binary Classification. Given a miRNA mature sequence and a target amino acid sequence, predict their likelihood of interaction. (1) The miRNA is hsa-miR-6757-5p with sequence UAGGGAUGGGAGGCCAGGAUGA. The protein sequence of the target gene is MADFDTYDDRAYSSFGGGRGSRGSAGGHGSRSQKELPTEPPYTAYVGNLPFNTVQGDIDAIFKDLSIRSVRLVRDKDTDKFKGFCYVEFDEVDSLKEALTYDGALLGDRSLRVDIAEGRKQDKGGFGFRKGGPDDRGMGSSRESRGGWDSRDDFNSGFRDDFLGGRGGSRPGDRRTGPPMGSRFRDGPPLRGSNMDFREPTEEERAQRPRLQLKPRTVATPLNQVANPNSAIFGGARPREEVVQKEQE. Result: 1 (interaction). (2) The miRNA is hsa-miR-4635 with sequence UCUUGAAGUCAGAACCCGCAA. The protein sequence of the target gene is MAMALPMPGPQEAVVFEDVAVYFTRIEWSCLAPDQQALYRDVMLENYGNLASLGFLVAKPALISLLEQGEEPGALILQVAEQSVAKASLCTDSRMEAGIMESPLQRKLSRQAGLPGTVWGCLPWGHPVGGHPAPPHPHGGPEDGSDKPTHPRAREHSASPRVLQEDLGRPVGSSAPRYRCVCGKAFRYNSLLLRHQIIHTGAKPFQCTECGKAFKQSSILLRHQLIHTEEKPFQCGECGKAFRQSTQLAAHHRVHTRERPYACGECGKAFSRSSRLLQHQKFHTGEKPFACTECGKAFCR.... Result: 1 (interaction). (3) The miRNA is hsa-miR-600 with sequence ACUUACAGACAAGAGCCUUGCUC. The protein sequence of the target gene is MTTFFTSVPPWIQDAKQEEEVGWKLVPRPRGREAESQVKCQCEISGTPFSNGEKLRPHSLPQPEQRPYSCPQLHCGKAFASKYKLYRHMATHSAQKPHQCMYCDKMFHRKDHLRNHLQTHDPNKEALHCSECGKNYNTKLGYRRHLAMHAASSGDLSCKVCLQTFESTQALLEHLKAHSRRVAGGAKEKKHPCDHCDRRFYTRKDVRRHLVVHTGRKDFLCQYCAQRFGRKDHLTRHVKKSHSQELLKIKTEPVDMLGLLSCSSTVSVKEELSPVLCMASRDVMGTKAFPGMLPMGMYGA.... Result: 0 (no interaction). (4) The miRNA is hsa-miR-4742-3p with sequence UCUGUAUUCUCCUUUGCCUGCAG. The protein sequence of the target gene is MAETDPKTVQDLTSVVQTLLQQMQDKFQTMSDQIIGRIDDMSSRIDDLEKNIADLMTQAGVEELESENKIPATQKS. Result: 1 (interaction). (5) The miRNA is rno-miR-139-5p with sequence UCUACAGUGCACGUGUCUCCAG. The protein sequence of the target gene is MLFTVSCSKMSSIVDRDDSSIFDGLVEEDDKDKAKRVSRNKSEKKRRDQFNVLIKELGSMLPGNARKMDKSTVLQKSIDFLRKHKEITAQSDASEIRQDWKPTFLSNEEFTQLMLEALDGFFLAIMTDGSIIYVSESVTSLLEHLPSDLVDQSIFNFIPEGEHSEVYKILSTHLLESDSLTPEYLKSKNQLEFCCHMLRGTIDPKEPSTYEYVKFIGNFKSLNSVSSSAHNGFEGTIQRTHRPSYEDRVCFVATVRLATPQFIKEMCTVEEPNEEFTSRHSLEWKFLFLDHRAPPIIGYL.... Result: 0 (no interaction). (6) The miRNA is rno-miR-125b-5p with sequence UCCCUGAGACCCUAACUUGUGA. The protein sequence of the target gene is MGVLKAWLGVALALAEFAVLPNCEGACLYQGSFLADATIWKPDSCQNCRCHGDIVICKPVVCKNPRCAFEKGEVLWIAPNQCCPQCAPRTPGSCHHEGKIHEHGTEWASAPCTVCSCTHGEVRCSHQQCTPLSCGPQELEFLAEGRCCPICVGTGKPCSYDGHVFQDGEDWQLSRCAKCVCRNGLTQCFAAQCQPLFCNQDEIVVRVPGKCCSQCSARSCSTAGQVYEHGEQWKEDACTLCMCDQGQVRCHKQVCPPLRCAKGQGRARHHGQCCEECATPDRSCSSGGVLRYQDEMWKGS.... Result: 0 (no interaction). (7) The miRNA is mmu-miR-181b-5p with sequence AACAUUCAUUGCUGUCGGUGGGUU. The protein sequence of the target gene is MASEGASIPSPVVRQIDKQFLICSICLERYKNPKVLPCLHTFCERCLQNYIPAHSLTLSCPVCRQTSILPEKGVAALQNNFFITNLMDVLQRTPGSNGEDSSILETVTAVAAGKPLSCPNHDGNVMEFYCQSCETAMCRECTEGEHAEHPTVPLKDVVEQHKASLQVQLDAVNKRLPEIDSALQFISEIIHQLTNQKASIVDDIHSTFDELQKTLNVRKSVLLMELEVNYGLKHKVLQSQLDTLLQGQESIKSCSNFTAQALNHGTETEVLLVKKQMSEKLNELADQDFPLHPRENDQLD.... Result: 1 (interaction). (8) The miRNA is hsa-miR-24-3p with sequence UGGCUCAGUUCAGCAGGAACAG. Result: 1 (interaction). The protein sequence of the target gene is MAKVSELYDVTWEEMRDKMRKWREENSRNSEQIVEVGEELINEYASKLGDDIWIIYEQVMIAALDYGRDDLALFCLQELRRQFPGSHRVKRLTGMRFEAMERYDDAIQLYDRILQEDPTNTAARKRKIAIRKAQGKNVEAIRELNEYLEQFVGDQEAWHELAELYINEHDYAKAAFCLEELMMTNPHNHLYCQQYAEVKYTQGGLENLELSRKYFAQALKLNNRNMRALFGLYMSASHIASNPKASAKTKKDNMKYASWAASQINRAYQFAGRSKKETKYSLKAVEDMLETLQITQS.